From a dataset of Full USPTO retrosynthesis dataset with 1.9M reactions from patents (1976-2016). Predict the reactants needed to synthesize the given product. Given the product [CH2:1]([C:5]([CH3:36])([CH2:11][C:12]1[CH:17]=[CH:16][C:15]([O:18][CH2:19][CH2:20][NH:21][C:22](=[O:35])[C:23]2[CH:24]=[CH:25][C:26]([C:29]3[CH:34]=[CH:33][CH:32]=[CH:31][N:30]=3)=[CH:27][CH:28]=2)=[CH:14][CH:13]=1)[C:6]([OH:8])=[O:7])[CH2:2][CH2:3][CH3:4], predict the reactants needed to synthesize it. The reactants are: [CH2:1]([C:5]([CH3:36])([CH2:11][C:12]1[CH:17]=[CH:16][C:15]([O:18][CH2:19][CH2:20][NH:21][C:22](=[O:35])[C:23]2[CH:28]=[CH:27][C:26]([C:29]3[CH:34]=[CH:33][CH:32]=[CH:31][N:30]=3)=[CH:25][CH:24]=2)=[CH:14][CH:13]=1)[C:6]([O:8]CC)=[O:7])[CH2:2][CH2:3][CH3:4].[OH-].[Na+].[OH-].[K+].